The task is: Regression. Given a peptide amino acid sequence and an MHC pseudo amino acid sequence, predict their binding affinity value. This is MHC class II binding data.. This data is from Peptide-MHC class II binding affinity with 134,281 pairs from IEDB. (1) The peptide sequence is INRQILDNAAKYVEH. The MHC is HLA-DQA10401-DQB10402 with pseudo-sequence HLA-DQA10401-DQB10402. The binding affinity (normalized) is 0.244. (2) The peptide sequence is GRIQDLEKYVEDTKI. The MHC is DRB1_0802 with pseudo-sequence DRB1_0802. The binding affinity (normalized) is 0.129. (3) The peptide sequence is NAGFKAAVAAAAVVP. The MHC is HLA-DPA10103-DPB10401 with pseudo-sequence HLA-DPA10103-DPB10401. The binding affinity (normalized) is 0.226. (4) The peptide sequence is KELLNTPYCNYTKFW. The MHC is DRB1_0101 with pseudo-sequence DRB1_0101. The binding affinity (normalized) is 0.462. (5) The peptide sequence is KRHPNNTIFSVDK. The MHC is DRB1_1501 with pseudo-sequence DRB1_1501. The binding affinity (normalized) is 0.0305. (6) The peptide sequence is YDCFLANVSTVLTGK. The MHC is DRB1_0401 with pseudo-sequence DRB1_0401. The binding affinity (normalized) is 0.585. (7) The peptide sequence is VGLVVQIDHVRMSTK. The MHC is DRB1_1101 with pseudo-sequence DRB1_1101. The binding affinity (normalized) is 0.972.